From a dataset of Reaction yield outcomes from USPTO patents with 853,638 reactions. Predict the reaction yield, written as a fraction of the theoretical maximum amount of product (1.0 means a 100% yield; for example, 0.34 means a 34% yield). The reactants are [C:1]([O:5][C:6]([N:8]([CH3:16])[C@H:9]([CH:14]=O)[CH2:10][CH:11]([CH3:13])[CH3:12])=[O:7])([CH3:4])([CH3:3])[CH3:2].[C:17]([CH2:22][CH:23]=P(C1C=CC=CC=1)(C1C=CC=CC=1)C1C=CC=CC=1)([O:19][CH2:20][CH3:21])=[O:18].[CH2:43](Cl)Cl. No catalyst specified. The product is [C:1]([O:5][C:6]([N:8]([CH3:16])[C@@H:9]([CH2:10][CH:11]([CH3:13])[CH3:12])/[CH:14]=[C:22](\[CH2:23][CH3:43])/[C:17]([O:19][CH2:20][CH3:21])=[O:18])=[O:7])([CH3:4])([CH3:3])[CH3:2]. The yield is 0.380.